From a dataset of Full USPTO retrosynthesis dataset with 1.9M reactions from patents (1976-2016). Predict the reactants needed to synthesize the given product. (1) Given the product [F:39][C:40]1[C:41]2[CH:42]=[C:43]3[C:2]4[N:7]=[C:6]([C:8]5[C:9]([N:28]([CH3:33])[S:29]([CH3:32])(=[O:30])=[O:31])=[CH:10][C:11]6[O:15][C:14]([C:16]7[CH:17]=[CH:18][C:19]([F:22])=[CH:20][CH:21]=7)=[C:13]([C:23]([NH:25][CH3:26])=[O:24])[C:12]=6[CH:27]=5)[CH:5]=[CH:4][C:3]=4[C:34]4([CH2:35][CH2:36]4)[CH2:37][N:44]3[C:45]=2[CH:46]=[CH:47][CH:48]=1, predict the reactants needed to synthesize it. The reactants are: Cl[C:2]1[N:7]=[C:6]([C:8]2[C:9]([N:28]([CH3:33])[S:29]([CH3:32])(=[O:31])=[O:30])=[CH:10][C:11]3[O:15][C:14]([C:16]4[CH:21]=[CH:20][C:19]([F:22])=[CH:18][CH:17]=4)=[C:13]([C:23]([NH:25][CH3:26])=[O:24])[C:12]=3[CH:27]=2)[CH:5]=[CH:4][C:3]=1[C:34]1([CH2:37]O)[CH2:36][CH2:35]1.[F:39][C:40]1[CH:48]=[CH:47][CH:46]=[C:45]2[C:41]=1[CH:42]=[C:43](B1OC(C)(C)C(C)(C)O1)[NH:44]2.C([O-])([O-])=O.[Cs+].[Cs+].C1(P(C2C=CC=CC=2)C2C=CC=CC=2)C=CC=CC=1.CC(OC(/N=N/C(OC(C)C)=O)=O)C. (2) Given the product [CH3:33][C:30]1[CH:29]=[C:28]([CH2:27][NH:26][C:22]2[N:23]=[C:24]([NH:18][C:15]3[NH:16][N:17]=[C:13]([CH2:12][CH2:11][C:5]4[CH:6]=[C:7]([OH:9])[CH:8]=[C:3]([OH:2])[CH:4]=4)[CH:14]=3)[CH:25]=[CH:20][N:21]=2)[O:32][N:31]=1, predict the reactants needed to synthesize it. The reactants are: C[O:2][C:3]1[CH:4]=[C:5]([CH2:11][CH2:12][C:13]2[CH:14]=[C:15]([NH2:18])[NH:16][N:17]=2)[CH:6]=[C:7]([O:9]C)[CH:8]=1.Cl[C:20]1[CH:25]=[CH:24][N:23]=[C:22]([NH:26][CH2:27][C:28]2[O:32][N:31]=[C:30]([CH3:33])[CH:29]=2)[N:21]=1.